Task: Predict the product of the given reaction.. Dataset: Forward reaction prediction with 1.9M reactions from USPTO patents (1976-2016) (1) The product is: [N:1]1([CH2:7][CH2:8][CH2:9][O:10][C:11]2[CH:16]=[CH:15][C:14]3[N:17]=[CH:19][NH:18][C:13]=3[CH:12]=2)[CH2:6][CH2:5][CH2:4][CH2:3][CH2:2]1. Given the reactants [N:1]1([CH2:7][CH2:8][CH2:9][O:10][C:11]2[CH:12]=[C:13]([NH2:18])[C:14]([NH2:17])=[CH:15][CH:16]=2)[CH2:6][CH2:5][CH2:4][CH2:3][CH2:2]1.[CH:19](O)=O, predict the reaction product. (2) Given the reactants [Cl:1][C:2]1[CH:7]=[CH:6][C:5]([C:8](=O)[CH2:9][CH2:10][CH2:11][C:12]([OH:14])=[O:13])=[CH:4][CH:3]=1.Cl.[Cl:17][C:18]1[CH:23]=[CH:22][C:21]([NH:24]N)=[CH:20][CH:19]=1, predict the reaction product. The product is: [Cl:17][C:18]1[CH:19]=[C:20]2[C:21](=[CH:22][CH:23]=1)[NH:24][C:8]([C:5]1[CH:6]=[CH:7][C:2]([Cl:1])=[CH:3][CH:4]=1)=[C:9]2[CH2:10][CH2:11][C:12]([OH:14])=[O:13]. (3) Given the reactants [F:1][CH:2]([F:13])[O:3][C:4]1[CH:9]=[CH:8][C:7]([C:10]#[CH:11])=[CH:6][C:5]=1[CH3:12].CN(C=O)C.CCN(CC)CC.Br[C:27]1[CH:32]=[CH:31][C:30]([F:33])=[C:29]([O:34][CH2:35][CH3:36])[CH:28]=1, predict the reaction product. The product is: [F:1][CH:2]([F:13])[O:3][C:4]1[CH:9]=[CH:8][C:7]([C:10]#[C:11][C:27]2[CH:32]=[CH:31][C:30]([F:33])=[C:29]([O:34][CH2:35][CH3:36])[CH:28]=2)=[CH:6][C:5]=1[CH3:12].